Dataset: Forward reaction prediction with 1.9M reactions from USPTO patents (1976-2016). Task: Predict the product of the given reaction. The product is: [Cl:12][C:10]1[CH:11]=[C:2]([NH:1][CH2:24][C:26]2[N:27]=[C:28]([CH3:35])[N:29]([CH2:31][C:32]([NH2:34])=[O:33])[CH:30]=2)[CH:3]=[C:4]2[C:9]=1[N:8]=[CH:7][C:6]([C:13]#[N:14])=[C:5]2[NH:15][C:16]1[CH:21]=[CH:20][C:19]([F:22])=[C:18]([Cl:23])[CH:17]=1. Given the reactants [NH2:1][C:2]1[CH:3]=[C:4]2[C:9](=[C:10]([Cl:12])[CH:11]=1)[N:8]=[CH:7][C:6]([C:13]#[N:14])=[C:5]2[NH:15][C:16]1[CH:21]=[CH:20][C:19]([F:22])=[C:18]([Cl:23])[CH:17]=1.[CH:24]([C:26]1[N:27]=[C:28]([CH3:35])[N:29]([CH2:31][C:32]([NH2:34])=[O:33])[CH:30]=1)=O.[BH3-]C#N.[Na+], predict the reaction product.